This data is from Forward reaction prediction with 1.9M reactions from USPTO patents (1976-2016). The task is: Predict the product of the given reaction. (1) Given the reactants Br[C:2]1[CH:7]=[CH:6][C:5]([CH2:8][C:9]([NH:11][C:12]2[CH:17]=[CH:16][C:15]([C:18]#[N:19])=[C:14]([C:20]([F:23])([F:22])[F:21])[CH:13]=2)=[O:10])=[CH:4][CH:3]=1.[B:24]1([B:24]2[O:28][C:27]([CH3:30])([CH3:29])[C:26]([CH3:32])([CH3:31])[O:25]2)[O:28][C:27]([CH3:30])([CH3:29])[C:26]([CH3:32])([CH3:31])[O:25]1.C1(P(C2CCCCC2)C2CCCCC2)CCCCC1.C([O-])(=O)C.[K+], predict the reaction product. The product is: [C:18]([C:15]1[CH:16]=[CH:17][C:12]([NH:11][C:9](=[O:10])[CH2:8][C:5]2[CH:6]=[CH:7][C:2]([B:24]3[O:28][C:27]([CH3:30])([CH3:29])[C:26]([CH3:32])([CH3:31])[O:25]3)=[CH:3][CH:4]=2)=[CH:13][C:14]=1[C:20]([F:23])([F:22])[F:21])#[N:19]. (2) Given the reactants CN(C=O)C.Cl[C:7]1[CH:12]=[CH:11][N:10]=[C:9]([C:13]([OH:15])=[O:14])[CH:8]=1.O.[SH2:17].[Na].C[O-].[Na+].Br[C:23]1[S:27][C:26]([NH:28][C:29]2[CH:34]=[CH:33][CH:32]=[CH:31][N:30]=2)=[N:25][CH:24]=1, predict the reaction product. The product is: [N:30]1[CH:31]=[CH:32][CH:33]=[CH:34][C:29]=1[NH:28][C:26]1[S:27][C:23]([S:17][C:7]2[CH:12]=[CH:11][N:10]=[C:9]([C:13]([OH:15])=[O:14])[CH:8]=2)=[CH:24][N:25]=1. (3) Given the reactants [CH3:1][C:2]1[CH:3]=[C:4]2[C:12](=[CH:13][CH:14]=1)[NH:11][C:10]1[CH:9]([C:15]3[CH:20]=[CH:19][CH:18]=[C:17]([OH:21])[CH:16]=3)[NH:8][CH2:7][CH2:6][C:5]2=1.CCN(CC)CC.[C:29](OC(=O)C)(=[O:31])[CH3:30], predict the reaction product. The product is: [C:29]([N:8]1[CH2:7][CH2:6][C:5]2[C:4]3[C:12](=[CH:13][CH:14]=[C:2]([CH3:1])[CH:3]=3)[NH:11][C:10]=2[CH:9]1[C:15]1[CH:16]=[C:17]([OH:21])[CH:18]=[CH:19][CH:20]=1)(=[O:31])[CH3:30]. (4) Given the reactants [C:1]([O:5][C:6]([N:8]1[CH2:13][CH2:12][C:11](=O)[CH:10]([C:15]([O:17][CH2:18][CH3:19])=[O:16])[CH2:9]1)=[O:7])([CH3:4])([CH3:3])[CH3:2].[CH2:20]([NH2:27])[CH2:21][CH2:22][CH2:23][CH2:24][CH2:25][CH3:26], predict the reaction product. The product is: [C:1]([O:5][C:6]([N:8]1[CH2:13][CH2:12][C:11]([NH:27][CH2:20][CH2:21][CH2:22][CH2:23][CH2:24][CH2:25][CH3:26])=[C:10]([C:15]([O:17][CH2:18][CH3:19])=[O:16])[CH2:9]1)=[O:7])([CH3:4])([CH3:3])[CH3:2]. (5) Given the reactants [OH:1][C:2]1[C:11]([OH:12])=[N:10][C:9]2[C:4](=[CH:5][CH:6]=[C:7]([C:13]([F:16])([F:15])[F:14])[CH:8]=2)[N:3]=1.[N+:17]([O-])([O-:19])=[O:18].[K+].Cl, predict the reaction product. The product is: [OH:12][C:11]1[C:2]([OH:1])=[N:3][C:4]2[C:9](=[CH:8][C:7]([C:13]([F:16])([F:14])[F:15])=[C:6]([N+:17]([O-:19])=[O:18])[CH:5]=2)[N:10]=1. (6) Given the reactants [CH2:1]([C:3]1[S:28][C:6]2[N:7]([CH2:13][C:14]3[CH:19]=[CH:18][C:17]([C:20]4[C:21]([C:26]#[N:27])=[CH:22][CH:23]=[CH:24][CH:25]=4)=[CH:16][CH:15]=3)[C:8](=[O:12])[NH:9][C:10](=[O:11])[C:5]=2[CH:4]=1)[CH3:2].[C:29]([Si:33]([CH3:43])([CH3:42])[O:34][CH2:35][C:36]([CH3:41])([CH:38]1[CH2:40][O:39]1)[CH3:37])([CH3:32])([CH3:31])[CH3:30].C(=O)([O-])[O-].[K+].[K+].CN(C)C=O, predict the reaction product. The product is: [Si:33]([O:34][CH2:35][C:36]([CH3:37])([CH3:41])[CH:38]([OH:39])[CH2:40][N:9]1[C:10](=[O:11])[C:5]2[CH:4]=[C:3]([CH2:1][CH3:2])[S:28][C:6]=2[N:7]([CH2:13][C:14]2[CH:19]=[CH:18][C:17]([C:20]3[C:21]([C:26]#[N:27])=[CH:22][CH:23]=[CH:24][CH:25]=3)=[CH:16][CH:15]=2)[C:8]1=[O:12])([C:29]([CH3:32])([CH3:31])[CH3:30])([CH3:43])[CH3:42].